This data is from Peptide-MHC class II binding affinity with 134,281 pairs from IEDB. The task is: Regression. Given a peptide amino acid sequence and an MHC pseudo amino acid sequence, predict their binding affinity value. This is MHC class II binding data. (1) The peptide sequence is AFKVAATAANAAPAQ. The MHC is DRB1_0901 with pseudo-sequence DRB1_0901. The binding affinity (normalized) is 0.779. (2) The peptide sequence is LIEKINAGFKAALAA. The MHC is DRB1_1201 with pseudo-sequence DRB1_1201. The binding affinity (normalized) is 0.323. (3) The peptide sequence is IVQINGRHFDLRAQG. The MHC is HLA-DPA10201-DPB11401 with pseudo-sequence HLA-DPA10201-DPB11401. The binding affinity (normalized) is 0.0659. (4) The peptide sequence is IPVFLQEALNIALVA. The MHC is DRB1_0101 with pseudo-sequence DRB1_0101. The binding affinity (normalized) is 1.00. (5) The peptide sequence is YDKFLFNVSTVLTGK. The MHC is DRB1_0101 with pseudo-sequence DRB1_0101. The binding affinity (normalized) is 0.836. (6) The peptide sequence is YAKMRSAHTNDVKQL. The MHC is HLA-DQA10301-DQB10302 with pseudo-sequence HLA-DQA10301-DQB10302. The binding affinity (normalized) is 0. (7) The peptide sequence is SNKAFAEGLSGEPKG. The MHC is HLA-DPA10201-DPB10101 with pseudo-sequence HLA-DPA10201-DPB10101. The binding affinity (normalized) is 0.302. (8) The peptide sequence is KLNKFVSPKSVVGNF. The MHC is DRB1_0405 with pseudo-sequence DRB1_0405. The binding affinity (normalized) is 0.376.